Dataset: Reaction yield outcomes from USPTO patents with 853,638 reactions. Task: Predict the reaction yield, written as a fraction of the theoretical maximum amount of product (1.0 means a 100% yield; for example, 0.34 means a 34% yield). (1) The reactants are [N:1]([C:4]1[CH:14]=[CH:13][C:7]([C:8]([O:10][CH2:11][CH3:12])=[O:9])=[CH:6][CH:5]=1)=[C:2]=[O:3].[Cl:15][C:16]1[CH:22]=[CH:21][C:19]([NH2:20])=[CH:18][C:17]=1[C:23]([F:26])([F:25])[F:24]. The catalyst is C(Cl)Cl. The product is [Cl:15][C:16]1[CH:22]=[CH:21][C:19]([NH:20][C:2]([NH:1][C:4]2[CH:14]=[CH:13][C:7]([C:8]([O:10][CH2:11][CH3:12])=[O:9])=[CH:6][CH:5]=2)=[O:3])=[CH:18][C:17]=1[C:23]([F:24])([F:25])[F:26]. The yield is 0.970. (2) The reactants are [C:1]([O:5][C:6]([N:8]1[CH2:13][CH2:12][C:11](=[CH2:14])[CH2:10][CH2:9]1)=[O:7])([CH3:4])([CH3:3])[CH3:2].B1C2CCCC1CCC2.Br[C:25]1[CH:26]=[C:27]2[C:31](=[C:32]([CH3:34])[CH:33]=1)[C:30](=[O:35])[N:29]([CH2:36][CH:37]1[CH2:39][CH2:38]1)[CH2:28]2.C(=O)([O-])[O-].[K+].[K+]. The catalyst is C1C=CC(P(C2C=CC=CC=2)[C-]2C=CC=C2)=CC=1.C1C=CC(P(C2C=CC=CC=2)[C-]2C=CC=C2)=CC=1.Cl[Pd]Cl.[Fe+2].O.CN(C=O)C. The product is [C:1]([O:5][C:6]([N:8]1[CH2:13][CH2:12][CH:11]([CH2:14][C:25]2[CH:26]=[C:27]3[C:31](=[C:32]([CH3:34])[CH:33]=2)[C:30](=[O:35])[N:29]([CH2:36][CH:37]2[CH2:39][CH2:38]2)[CH2:28]3)[CH2:10][CH2:9]1)=[O:7])([CH3:4])([CH3:3])[CH3:2]. The yield is 0.530. (3) The reactants are [C:1](OC(=O)C)(=[O:3])[CH3:2].C(N(CC)CC)C.[NH2:15][C@H:16]1[CH2:21][CH2:20][C@H:19]([NH:22][C:23]2[CH:31]=[C:30]([N:32]3[C:36]4=[N:37][CH:38]=[CH:39][C:40]([C:41]5[CH:42]=[N:43][C:44]6[C:49]([CH:50]=5)=[CH:48][CH:47]=[CH:46][CH:45]=6)=[C:35]4[C:34]([CH3:51])=[CH:33]3)[CH:29]=[CH:28][C:24]=2[C:25]([NH2:27])=[O:26])[CH2:18][CH2:17]1. The catalyst is ClCCl. The product is [C:1]([NH:15][C@H:16]1[CH2:21][CH2:20][C@H:19]([NH:22][C:23]2[CH:31]=[C:30]([N:32]3[C:36]4=[N:37][CH:38]=[CH:39][C:40]([C:41]5[CH:42]=[N:43][C:44]6[C:49]([CH:50]=5)=[CH:48][CH:47]=[CH:46][CH:45]=6)=[C:35]4[C:34]([CH3:51])=[CH:33]3)[CH:29]=[CH:28][C:24]=2[C:25]([NH2:27])=[O:26])[CH2:18][CH2:17]1)(=[O:3])[CH3:2]. The yield is 0.780. (4) The reactants are C(=O)([O-])[O-].[K+].[K+].[CH2:7]([N:9]=[C:10]=[O:11])[CH3:8].[Cl:12][C:13]1[CH:18]=[C:17]([C:19]([F:22])([F:21])[F:20])[CH:16]=[C:15]([Cl:23])[C:14]=1[O:24][C:25]1[CH:29]=[C:28]([CH2:30][CH3:31])[NH:27][N:26]=1.Cl. The catalyst is C(OCC)(=O)C. The product is [CH2:7]([NH:9][C:10]([N:27]1[C:28]([CH2:30][CH3:31])=[CH:29][C:25]([O:24][C:14]2[C:15]([Cl:23])=[CH:16][C:17]([C:19]([F:22])([F:20])[F:21])=[CH:18][C:13]=2[Cl:12])=[N:26]1)=[O:11])[CH3:8]. The yield is 0.665. (5) The reactants are [NH:1]1[C@H:15]2[C@@H:5]([CH2:6][CH2:7][CH2:8][C:9]3[C:10]2=[N:11][CH:12]=[CH:13][CH:14]=3)[CH2:4][CH2:3][CH2:2]1.C(=O)([O-])[O-].[K+].[K+].Cl[CH2:23][C:24]1[N:25]=[C:26]2[CH:31]=[CH:30][CH:29]=[C:28]([F:32])[N:27]2[CH:33]=1.[I-].[K+]. The catalyst is C(#N)C. The product is [F:32][C:28]1[N:27]2[CH:33]=[C:24]([CH2:23][N:11]3[C@H:10]4[C@@H:9]([CH2:8][CH2:7][CH2:6][C:5]5[C:15]4=[N:1][CH:2]=[CH:3][CH:4]=5)[CH2:14][CH2:13][CH2:12]3)[N:25]=[C:26]2[CH:31]=[CH:30][CH:29]=1. The yield is 0.510. (6) The reactants are Br[C:2]1[CH:24]=[C:23]([Cl:25])[C:5]([C:6]([C:8]2[C:16]3[C:11](=[C:12]([NH:17][C:18]([CH:20]4[CH2:22][CH2:21]4)=[O:19])[N:13]=[CH:14][CH:15]=3)[NH:10][CH:9]=2)=[O:7])=[C:4]([Cl:26])[CH:3]=1.[N-:27]=[N+]=[N-].[Na+].CNCCNC.CS(C)=O. The catalyst is O. The product is [NH2:27][C:2]1[CH:24]=[C:23]([Cl:25])[C:5]([C:6]([C:8]2[C:16]3[C:11](=[C:12]([NH:17][C:18]([CH:20]4[CH2:22][CH2:21]4)=[O:19])[N:13]=[CH:14][CH:15]=3)[NH:10][CH:9]=2)=[O:7])=[C:4]([Cl:26])[CH:3]=1. The yield is 0.470. (7) The product is [Cl:1][C:2]1[N:10]=[C:9]2[C:5]([N:6]=[CH:7][N:8]2[C@@H:11]2[C@@H:16]3[C@@H:14]([CH2:15]3)[C@@H:13]([OH:17])[C@H:12]2[OH:18])=[C:4]([NH:19][CH2:20][C:21]2[CH:26]=[CH:25][CH:24]=[C:23]([C:27]#[C:28][CH2:29][CH2:30][CH2:31][CH2:32][CH2:33][C:34]3[N:68]=[N:69][N:70]([C:72]4[CH:77]=[CH:76][C:75]([F:78])=[C:74]([N+:79]([O-:81])=[O:80])[CH:73]=4)[CH:35]=3)[CH:22]=2)[N:3]=1. No catalyst specified. The reactants are [Cl:1][C:2]1[N:10]=[C:9]2[C:5]([N:6]=[CH:7][N:8]2[C@@H:11]2[C@@H:16]3[C@@H:14]([CH2:15]3)[C@@H:13]([OH:17])[C@H:12]2[OH:18])=[C:4]([NH:19][CH2:20][C:21]2[CH:26]=[CH:25][CH:24]=[C:23]([C:27]#[C:28][CH2:29][CH2:30][CH2:31][CH2:32][CH2:33][C:34]#[CH:35])[CH:22]=2)[N:3]=1.ClC1N=C2C(N=CN2[C@@H]2[C@@H]3[C@@H](C3)[C@@H](O)[C@H]2O)=C(NCC2C=CC=C(C#CCCCC3[N:68]=[N:69][N:70]([C:72]4[CH:77]=[CH:76][C:75]([F:78])=[C:74]([N+:79]([O-:81])=[O:80])[CH:73]=4)C=3)C=2)N=1. The yield is 0.910. (8) The reactants are [C:1]1([C:7](=O)[CH2:8][CH:9]([C:12]#[N:13])[C:10]#[N:11])[CH:6]=[CH:5][CH:4]=[CH:3][CH:2]=1.C(N(CC)CC)C.[F:22][C:23]1[CH:28]=[CH:27][CH:26]=[CH:25][C:24]=1[SH:29]. The catalyst is CO. The product is [F:22][C:23]1[CH:28]=[CH:27][CH:26]=[CH:25][C:24]=1[S:29][C:10]1[NH:11][C:7]([C:1]2[CH:6]=[CH:5][CH:4]=[CH:3][CH:2]=2)=[CH:8][C:9]=1[C:12]#[N:13]. The yield is 0.690. (9) The reactants are S([O-])([O-])=O.[Na+:5].[Na+].[F:7][C:8]([F:23])([F:22])[C:9]([F:21])([F:20])[C:10]([F:19])([F:18])[C:11]([F:17])([F:16])[S:12](F)(=[O:14])=[O:13].C(=O)([O-])[O-].[Na+].[Na+]. The catalyst is O. The product is [F:23][C:8]([F:7])([F:22])[C:9]([F:20])([F:21])[C:10]([F:18])([F:19])[C:11]([F:17])([F:16])[S:12]([O-:14])=[O:13].[Na+:5]. The yield is 0.880. (10) The reactants are C[Al](C)C.[CH3:5][O:6][C:7]1[CH:8]=[C:9]([CH2:15][CH2:16][C:17]2[CH:18]=[C:19]([NH2:22])[NH:20][N:21]=2)[CH:10]=[C:11]([O:13][CH3:14])[CH:12]=1.[CH:23]1([N:26]2[CH2:31][CH2:30][N:29]([C:32]3[N:37]=[CH:36][C:35]([C:38](OC)=[O:39])=[CH:34][N:33]=3)[CH2:28][CH2:27]2)[CH2:25][CH2:24]1. The catalyst is C1(C)C=CC=CC=1. The product is [CH:23]1([N:26]2[CH2:27][CH2:28][N:29]([C:32]3[N:37]=[CH:36][C:35]([C:38]([NH:22][C:19]4[NH:20][N:21]=[C:17]([CH2:16][CH2:15][C:9]5[CH:8]=[C:7]([O:6][CH3:5])[CH:12]=[C:11]([O:13][CH3:14])[CH:10]=5)[CH:18]=4)=[O:39])=[CH:34][N:33]=3)[CH2:30][CH2:31]2)[CH2:25][CH2:24]1. The yield is 0.140.